Regression. Given a peptide amino acid sequence and an MHC pseudo amino acid sequence, predict their binding affinity value. This is MHC class I binding data. From a dataset of Peptide-MHC class I binding affinity with 185,985 pairs from IEDB/IMGT. The peptide sequence is TINAWIKVV. The MHC is HLA-A03:01 with pseudo-sequence HLA-A03:01. The binding affinity (normalized) is 0.0730.